This data is from Forward reaction prediction with 1.9M reactions from USPTO patents (1976-2016). The task is: Predict the product of the given reaction. (1) Given the reactants Br[CH:2]([C:8](=O)[C:9]1[CH:14]=[CH:13][CH:12]=[CH:11][N:10]=1)[C:3]([O:5][CH2:6][CH3:7])=[O:4].[CH3:16][C:17]1[C:18]([NH:23][C:24]([NH2:26])=[S:25])=[N:19][CH:20]=[CH:21][CH:22]=1, predict the reaction product. The product is: [CH3:16][C:17]1[C:18]([NH:23][C:24]2[S:25][C:2]([C:3]([O:5][CH2:6][CH3:7])=[O:4])=[C:8]([C:9]3[CH:14]=[CH:13][CH:12]=[CH:11][N:10]=3)[N:26]=2)=[N:19][CH:20]=[CH:21][CH:22]=1. (2) Given the reactants [Cl:1][C:2]1[S:6][C:5]([C:7]2[N:8]=[C:9]([NH:16][C:17]3[CH:22]=[CH:21][C:20]([CH2:23][C:24]#[N:25])=[CH:19][CH:18]=3)[C:10]3[CH2:15][CH2:14][CH2:13][C:11]=3[N:12]=2)=[CH:4][CH:3]=1.[N:26]([Si](C)(C)C)=[N+:27]=[N-:28].O.O.O.[F-].C([N+](CCCC)(CCCC)CCCC)CCC.Cl, predict the reaction product. The product is: [Cl:1][C:2]1[S:6][C:5]([C:7]2[N:8]=[C:9]([NH:16][C:17]3[CH:18]=[CH:19][C:20]([CH2:23][C:24]4[NH:28][N:27]=[N:26][N:25]=4)=[CH:21][CH:22]=3)[C:10]3[CH2:15][CH2:14][CH2:13][C:11]=3[N:12]=2)=[CH:4][CH:3]=1. (3) Given the reactants [CH3:1]C(C)([O-])C.[Na+].COC1C=[C:17]2[C:12]([CH2:13][CH2:14][C:15](=[O:19])[CH2:16]2)=[CH:11][CH:10]=1.CI.O.[CH2:23]1[CH2:27][O:26][CH2:25][CH2:24]1, predict the reaction product. The product is: [CH3:25][O:26][C:27]1[CH:23]=[C:24]2[C:12]([CH2:17][CH2:16][C:15](=[O:19])[C:14]2([CH3:13])[CH3:1])=[CH:11][CH:10]=1.